Dataset: M1 muscarinic receptor antagonist screen with 61,756 compounds. Task: Binary Classification. Given a drug SMILES string, predict its activity (active/inactive) in a high-throughput screening assay against a specified biological target. (1) The compound is Clc1ccc(C(=O)N(C(C)C)Cc2onc(n2)c2ccccc2)cc1. The result is 0 (inactive). (2) The drug is O=C(Nc1c(O)c2c([nH]c1=O)cccc2)CCCCCC. The result is 0 (inactive). (3) The compound is S(c1nc(cc(Oc2nnc(OCC(OC)=O)cc2)n1)C)C. The result is 0 (inactive). (4) The compound is Clc1ccc(C(N2CCN(S(=O)(=O)c3c(onc3C)C)CC2)c2ccccc2)cc1. The result is 0 (inactive). (5) The compound is O(c1nc(c2ccccc2)ccc1c1nc(on1)COC)CC. The result is 0 (inactive). (6) The molecule is O1c2n[nH]c(c2C(c2c(OC(=O)N3CCOCC3)cccc2)C(=C1N)C#N)c1ccc(cc1)C. The result is 0 (inactive). (7) The compound is S(CCOc1ccccc1)c1nc(N(C)C)nc(OCC)n1. The result is 0 (inactive). (8) The result is 0 (inactive). The compound is S(CC(=O)N1CCN(CC1)c1ccccc1)c1ncnc2nc[nH]c12.